This data is from Catalyst prediction with 721,799 reactions and 888 catalyst types from USPTO. The task is: Predict which catalyst facilitates the given reaction. (1) Reactant: Br[C:2]1[CH:7]=[CH:6][CH:5]=[CH:4][C:3]=1[Cl:8].C([Li])CCC.[CH2:14]([N:21]1[CH2:26][CH2:25][CH:24]([CH2:27][CH:28]=[O:29])[CH2:23][CH2:22]1)[C:15]1[CH:20]=[CH:19][CH:18]=[CH:17][CH:16]=1.O. Product: [CH2:14]([N:21]1[CH2:26][CH2:25][CH:24]([CH2:27][CH:28]([C:2]2[CH:7]=[CH:6][CH:5]=[CH:4][C:3]=2[Cl:8])[OH:29])[CH2:23][CH2:22]1)[C:15]1[CH:20]=[CH:19][CH:18]=[CH:17][CH:16]=1. The catalyst class is: 7. (2) Reactant: [CH2:1]([N:5]1[C:13]2[N:12]=[CH:11][NH:10][C:9]=2[C:8](=[O:14])[N:7]([CH3:15])[C:6]1=[O:16])[CH:2]([CH3:4])[CH3:3].[Br:17][CH2:18][CH2:19]N.[OH-].[Na+]. Product: [Br:17][CH2:18][CH2:19][N:10]1[C:9]2[C:8](=[O:14])[N:7]([CH3:15])[C:6](=[O:16])[N:5]([CH2:1][CH:2]([CH3:4])[CH3:3])[C:13]=2[N:12]=[CH:11]1. The catalyst class is: 5. (3) Reactant: [NH2:1][C:2]1[CH:7]=[CH:6][CH:5]=[CH:4][CH:3]=1.C(N(CC)CC)C.Br[CH2:16][C:17]([O:19][CH2:20][CH3:21])=[O:18].[Br-]. Product: [CH3:20][O:19][C:17](=[O:18])[C:5]1[CH:6]=[CH:7][C:2]([NH:1][CH2:16][C:17]([O:19][CH2:20][CH3:21])=[O:18])=[CH:3][CH:4]=1. The catalyst class is: 13.